From a dataset of Full USPTO retrosynthesis dataset with 1.9M reactions from patents (1976-2016). Predict the reactants needed to synthesize the given product. (1) Given the product [CH:3]1[C:4]2[C:9](=[CH:8][CH:7]=[CH:6][CH:5]=2)[CH:10]=[CH:11][C:2]=1[CH:12]([C:13]1[CH:18]=[CH:17][CH:16]=[CH:15][CH:14]=1)[OH:19], predict the reactants needed to synthesize it. The reactants are: Br[C:2]1[CH:11]=[CH:10][C:9]2[C:4](=[CH:5][CH:6]=[CH:7][CH:8]=2)[CH:3]=1.[CH:12](=[O:19])[C:13]1[CH:18]=[CH:17][CH:16]=[CH:15][CH:14]=1. (2) Given the product [Cl:29][C:26]1[CH:25]=[CH:24][C:23]([C:10]2([CH2:9][NH:8][C:1](=[O:3])[CH3:2])[CH2:11][CH2:12][N:13]([C:16]([O:18][C:19]([CH3:22])([CH3:21])[CH3:20])=[O:17])[CH2:14][CH2:15]2)=[CH:28][CH:27]=1, predict the reactants needed to synthesize it. The reactants are: [C:1](OC(=O)C)(=[O:3])[CH3:2].[NH2:8][CH2:9][C:10]1([C:23]2[CH:28]=[CH:27][C:26]([Cl:29])=[CH:25][CH:24]=2)[CH2:15][CH2:14][N:13]([C:16]([O:18][C:19]([CH3:22])([CH3:21])[CH3:20])=[O:17])[CH2:12][CH2:11]1.CCN(C(C)C)C(C)C. (3) Given the product [Cl:12][C:8]1[CH:7]=[C:6]([Cl:13])[C:5]([OH:14])=[C:4]2[C:9]=1[CH:10]=[CH:11][C:2]([NH:16][CH3:15])=[N:3]2, predict the reactants needed to synthesize it. The reactants are: Cl[C:2]1[CH:11]=[CH:10][C:9]2[C:4](=[C:5]([OH:14])[C:6]([Cl:13])=[CH:7][C:8]=2[Cl:12])[N:3]=1.[CH3:15][NH2:16]. (4) Given the product [CH2:1]([C:3]1[CH:25]=[CH:24][CH:23]=[CH:22][C:4]=1[NH:5][C:6]1[C:15]2[C:10](=[CH:11][C:12]([O:18][CH2:33][CH2:34][CH2:26][OH:29])=[C:13]([O:16][CH3:17])[CH:14]=2)[N:9]=[CH:8][C:7]=1[C:19]([NH2:21])=[O:20])[CH3:2], predict the reactants needed to synthesize it. The reactants are: [CH2:1]([C:3]1[CH:25]=[CH:24][CH:23]=[CH:22][C:4]=1[NH:5][C:6]1[C:15]2[C:10](=[CH:11][C:12]([OH:18])=[C:13]([O:16][CH3:17])[CH:14]=2)[N:9]=[CH:8][C:7]=1[C:19]([NH2:21])=[O:20])[CH3:2].[C:26]([O-:29])([O-])=O.[Cs+].[Cs+].Br[CH2:33][CH2:34]CBr. (5) The reactants are: [CH3:1][C:2]1([OH:12])[CH:9]2[CH2:10][CH:5]3[CH2:6][CH:7]([CH2:11][CH:3]1[CH2:4]3)[CH2:8]2.CN(C)C.[C:17](Cl)(=[O:21])[C:18]([CH3:20])=[CH2:19]. Given the product [C:17]([O:12][C:2]1([CH3:1])[CH:3]2[CH2:11][CH:7]3[CH2:6][CH:5]([CH2:10][CH:9]1[CH2:8]3)[CH2:4]2)(=[O:21])[C:18]([CH3:20])=[CH2:19], predict the reactants needed to synthesize it. (6) The reactants are: C[O:2][C:3]([C:5]1[S:6][C:7]([C:13](=[O:23])[NH:14][CH2:15][C:16]2[CH:21]=[CH:20][CH:19]=[C:18]([OH:22])[CH:17]=2)=[CH:8][C:9]=1[CH:10]([CH3:12])[CH3:11])=[O:4].O.[OH-].[Li+].C1COCC1.Cl. Given the product [OH:22][C:18]1[CH:17]=[C:16]([CH:21]=[CH:20][CH:19]=1)[CH2:15][NH:14][C:13]([C:7]1[S:6][C:5]([C:3]([OH:4])=[O:2])=[C:9]([CH:10]([CH3:12])[CH3:11])[CH:8]=1)=[O:23], predict the reactants needed to synthesize it. (7) Given the product [CH2:1]([S:5][C:6]1[N:14]=[C:13]2[C:9]([N:10]=[CH:11][N:12]2[CH:18]2[CH2:22][CH2:21][CH2:20][CH2:19]2)=[C:8]([NH2:15])[N:7]=1)[CH2:2][CH2:3][CH3:4], predict the reactants needed to synthesize it. The reactants are: [CH2:1]([S:5][C:6]1[N:14]=[C:13]2[C:9]([N:10]=[CH:11][NH:12]2)=[C:8]([NH2:15])[N:7]=1)[CH2:2][CH2:3][CH3:4].[H-].[Na+].[CH:18]1(Cl)[CH2:22][CH2:21][CH2:20][CH2:19]1. (8) Given the product [CH3:1][S:2]([O:8][C:7]1[CH:9]=[CH:10][C:11]([CH2:12][CH:13]=[CH2:14])=[CH:15][C:6]=1[O:16][CH3:17])(=[O:4])=[O:3], predict the reactants needed to synthesize it. The reactants are: [CH3:1][S:2](Cl)(=[O:4])=[O:3].[C:6]1([O:16][CH3:17])[C:7](=[CH:9][CH:10]=[C:11]([CH:15]=1)[CH2:12][CH:13]=[CH2:14])[OH:8].C(N(CC)CC)C.O. (9) Given the product [CH2:31]([C:30]([C:26]1[CH:25]=[C:24]([O:23][CH2:22][CH2:21][O:20][CH2:19][CH2:18][OH:17])[CH:29]=[CH:28][CH:27]=1)=[C:8]([C:10]1[CH:15]=[CH:14][C:13]([F:16])=[CH:12][CH:11]=1)[C:5]1[CH:6]=[CH:7][C:2]([F:1])=[CH:3][CH:4]=1)[CH2:32][CH2:33][CH3:34], predict the reactants needed to synthesize it. The reactants are: [F:1][C:2]1[CH:7]=[CH:6][C:5]([C:8]([C:10]2[CH:15]=[CH:14][C:13]([F:16])=[CH:12][CH:11]=2)=O)=[CH:4][CH:3]=1.[OH:17][CH2:18][CH2:19][O:20][CH2:21][CH2:22][O:23][C:24]1[CH:25]=[C:26]([C:30](=O)[CH2:31][CH2:32][CH2:33][CH3:34])[CH:27]=[CH:28][CH:29]=1. (10) Given the product [CH3:21][C:18]1([CH3:22])[CH2:19][CH2:20][N:15]([CH:12]2[CH2:13][CH2:14][CH:9]([NH2:8])[CH2:10][CH2:11]2)[CH2:16][CH2:17]1, predict the reactants needed to synthesize it. The reactants are: C([N:8](CC1C=CC=CC=1)[C@H:9]1[CH2:14][CH2:13][C@@H:12]([N:15]2[CH2:20][CH2:19][C:18]([CH3:22])([CH3:21])[CH2:17][CH2:16]2)[CH2:11][CH2:10]1)C1C=CC=CC=1.